From a dataset of NCI-60 drug combinations with 297,098 pairs across 59 cell lines. Regression. Given two drug SMILES strings and cell line genomic features, predict the synergy score measuring deviation from expected non-interaction effect. (1) Synergy scores: CSS=2.29, Synergy_ZIP=-0.706, Synergy_Bliss=-0.198, Synergy_Loewe=0.183, Synergy_HSA=0.337. Drug 2: C1C(C(OC1N2C=NC3=C2NC=NCC3O)CO)O. Cell line: SW-620. Drug 1: CC12CCC3C(C1CCC2O)C(CC4=C3C=CC(=C4)O)CCCCCCCCCS(=O)CCCC(C(F)(F)F)(F)F. (2) Drug 1: CC1=C(C=C(C=C1)NC2=NC=CC(=N2)N(C)C3=CC4=NN(C(=C4C=C3)C)C)S(=O)(=O)N.Cl. Drug 2: CC1=CC=C(C=C1)C2=CC(=NN2C3=CC=C(C=C3)S(=O)(=O)N)C(F)(F)F. Cell line: U251. Synergy scores: CSS=15.8, Synergy_ZIP=-2.95, Synergy_Bliss=0.986, Synergy_Loewe=3.19, Synergy_HSA=3.81. (3) Drug 1: C1=CC(=CC=C1CCC2=CNC3=C2C(=O)NC(=N3)N)C(=O)NC(CCC(=O)O)C(=O)O. Drug 2: COC1=CC(=CC(=C1O)OC)C2C3C(COC3=O)C(C4=CC5=C(C=C24)OCO5)OC6C(C(C7C(O6)COC(O7)C8=CC=CS8)O)O. Cell line: LOX IMVI. Synergy scores: CSS=63.0, Synergy_ZIP=2.73, Synergy_Bliss=1.16, Synergy_Loewe=5.44, Synergy_HSA=7.32.